Dataset: Reaction yield outcomes from USPTO patents with 853,638 reactions. Task: Predict the reaction yield, written as a fraction of the theoretical maximum amount of product (1.0 means a 100% yield; for example, 0.34 means a 34% yield). (1) The reactants are CO[C:3]1[CH:4]=[C:5](CCCCCCCCC2C=CC(N)=CC=2)[C:6]2[C:11]([C:12]=1OC)=[CH:10][CH:9]=[CH:8][CH:7]=2.CCN(CC)CC.Cl[C:38]1[C:39]2[C:44]([N:45]=[C:46]3[C:51]=1[CH:50]=[CH:49][CH:48]=[CH:47]3)=[CH:43][CH:42]=[CH:41][CH:40]=2. The product is [C:10]1([C:40]2[C:39]3[C:44](=[N:45][C:46]4[C:51]([CH:38]=3)=[CH:50][CH:49]=[CH:48][CH:47]=4)[CH:43]=[CH:42][CH:41]=2)[C:11]2[C:6](=[CH:5][CH:4]=[CH:3][CH:12]=2)[CH:7]=[CH:8][CH:9]=1. The catalyst is CO. The yield is 0.820. (2) The reactants are [CH3:1][S:2](Cl)(=[O:4])=[O:3].Cl.[N:7]1([CH2:13][CH:14]([N:18]2[CH:22]=[C:21]([C:23]3[C:24]4[CH:31]=[CH:30][N:29](COCC[Si](C)(C)C)[C:25]=4[N:26]=[CH:27][N:28]=3)[CH:20]=[N:19]2)[CH2:15][C:16]#[N:17])[CH2:12][CH2:11][NH:10][CH2:9][CH2:8]1.C(N(CC)CC)C.FC(F)(F)C(O)=O.CO.C(N)CN. The catalyst is C(#N)C.C(Cl)Cl. The product is [CH3:1][S:2]([N:10]1[CH2:9][CH2:8][N:7]([CH2:13][CH:14]([N:18]2[CH:22]=[C:21]([C:23]3[C:24]4[CH:31]=[CH:30][NH:29][C:25]=4[N:26]=[CH:27][N:28]=3)[CH:20]=[N:19]2)[CH2:15][C:16]#[N:17])[CH2:12][CH2:11]1)(=[O:4])=[O:3]. The yield is 0.270.